Dataset: Forward reaction prediction with 1.9M reactions from USPTO patents (1976-2016). Task: Predict the product of the given reaction. Given the reactants [CH3:1][C:2]1[CH:7]=[C:6]([CH3:8])[N:5]=[C:4]([N:9]2[CH2:27][CH2:26][C:12]3([N:17]([C:18]([O:20][C:21]([CH3:24])([CH3:23])[CH3:22])=[O:19])[CH2:16][CH2:15][NH:14][C:13]3=[O:25])[CH2:11][CH2:10]2)[N:3]=1.[Br:28][C:29]1[C:30]([CH2:35]Br)=[N:31][N:32]([CH3:34])[CH:33]=1.[H-].[Na+], predict the reaction product. The product is: [Br:28][C:29]1[C:30]([CH2:35][N:14]2[C:13](=[O:25])[C:12]3([CH2:11][CH2:10][N:9]([C:4]4[N:3]=[C:2]([CH3:1])[CH:7]=[C:6]([CH3:8])[N:5]=4)[CH2:27][CH2:26]3)[N:17]([C:18]([O:20][C:21]([CH3:23])([CH3:24])[CH3:22])=[O:19])[CH2:16][CH2:15]2)=[N:31][N:32]([CH3:34])[CH:33]=1.